This data is from Forward reaction prediction with 1.9M reactions from USPTO patents (1976-2016). The task is: Predict the product of the given reaction. Given the reactants Cl[C:2]1[C:11]2[C:6](=[CH:7][C:8]([O:14][CH2:15][CH3:16])=[CH:9][C:10]=2[O:12][CH3:13])[N:5]=[CH:4][N:3]=1.[NH2:17][C:18]1[CH:22]=[C:21]([CH2:23][C:24]([NH:26][C:27]2[CH:32]=[CH:31][CH:30]=[C:29]([F:33])[C:28]=2[F:34])=[O:25])[NH:20][N:19]=1, predict the reaction product. The product is: [F:34][C:28]1[C:29]([F:33])=[CH:30][CH:31]=[CH:32][C:27]=1[NH:26][C:24](=[O:25])[CH2:23][C:21]1[NH:20][N:19]=[C:18]([NH:17][C:2]2[C:11]3[C:6](=[CH:7][C:8]([O:14][CH2:15][CH3:16])=[CH:9][C:10]=3[O:12][CH3:13])[N:5]=[CH:4][N:3]=2)[CH:22]=1.